This data is from Full USPTO retrosynthesis dataset with 1.9M reactions from patents (1976-2016). The task is: Predict the reactants needed to synthesize the given product. (1) Given the product [Cl:7][C:8]1[CH:9]=[C:10]([B:15]([CH:17]([O:24][CH:25]([B:32]([C:34]2[CH:39]=[CH:38][C:37]([CH3:40])=[C:36]([Cl:41])[CH:35]=2)[O:33][CH2:4][CH2:3][N:2]([CH3:6])[CH3:1])[C:26]2[CH:27]=[CH:28][CH:29]=[CH:30][CH:31]=2)[C:18]2[CH:19]=[CH:20][CH:21]=[CH:22][CH:23]=2)[O:5][CH2:4][CH2:3][N:2]([CH3:6])[CH3:1])[CH:11]=[CH:12][C:13]=1[CH3:14], predict the reactants needed to synthesize it. The reactants are: [CH3:1][N:2]([CH3:6])[CH2:3][CH2:4][OH:5].[Cl:7][C:8]1[CH:9]=[C:10]([B:15]([CH:17]([O:24][CH:25]([B:32]([C:34]2[CH:39]=[CH:38][C:37]([CH3:40])=[C:36]([Cl:41])[CH:35]=2)[OH:33])[C:26]2[CH:31]=[CH:30][CH:29]=[CH:28][CH:27]=2)[C:18]2[CH:23]=[CH:22][CH:21]=[CH:20][CH:19]=2)O)[CH:11]=[CH:12][C:13]=1[CH3:14]. (2) Given the product [Cl:1][C:2]1[CH:3]=[C:4]([CH:14]=[CH:15][C:16]=1[Cl:17])[CH2:5][N:6]1[CH2:11][CH2:10][O:9][CH:8]([CH2:12][NH:13][C:26](=[O:27])[CH2:25][C:22]2[CH:23]=[CH:24][C:19]([F:18])=[CH:20][CH:21]=2)[CH2:7]1, predict the reactants needed to synthesize it. The reactants are: [Cl:1][C:2]1[CH:3]=[C:4]([CH:14]=[CH:15][C:16]=1[Cl:17])[CH2:5][N:6]1[CH2:11][CH2:10][O:9][CH:8]([CH2:12][NH2:13])[CH2:7]1.[F:18][C:19]1[CH:24]=[CH:23][C:22]([CH2:25][C:26](O)=[O:27])=[CH:21][CH:20]=1. (3) Given the product [CH2:43]([CH:42]1[C:6]2[C:5](=[CH:10][CH:9]=[C:8]([O:11][CH2:12][CH2:13][N:14]3[CH2:15][CH2:16][O:17][CH2:18][CH2:19]3)[CH:7]=2)[C:4](=[O:20])[O:45]1)[CH3:44], predict the reactants needed to synthesize it. The reactants are: C(N(CC)[C:4](=[O:20])[C:5]1[CH:10]=[CH:9][C:8]([O:11][CH2:12][CH2:13][N:14]2[CH2:19][CH2:18][O:17][CH2:16][CH2:15]2)=[CH:7][CH:6]=1)C.CN(C)CCN(C)C.[Li]C(CC)C.C1CCCCC1.[CH:42](=[O:45])[CH2:43][CH3:44].Cl.C([O-])(O)=O.[Na+]. (4) Given the product [CH2:11]([NH:1][C:2]1[S:3][CH:4]=[CH:5][C:6]=1[C:7]([O:9][CH3:10])=[O:8])[CH:12]([CH3:14])[CH3:13], predict the reactants needed to synthesize it. The reactants are: [NH2:1][C:2]1[S:3][CH:4]=[CH:5][C:6]=1[C:7]([O:9][CH3:10])=[O:8].[CH:11](=O)[CH:12]([CH3:14])[CH3:13].C(O[BH-](OC(=O)C)OC(=O)C)(=O)C.[Na+]. (5) Given the product [CH:12]([O:16][C:7](=[O:8])[CH2:6][CH2:9][CH3:10])([CH3:13])[CH3:18], predict the reactants needed to synthesize it. The reactants are: [N+](C1C=[C:6]([CH:9]=[CH:10]C=1)[CH:7]=[O:8])([O-])=O.[C:12]([OH:16])(=O)[CH2:13]C.N1CCCC[CH2:18]1. (6) Given the product [Br:41][C:42]([C:45]([CH:48]=[CH2:49])([Cl:47])[F:46])([F:44])[F:43], predict the reactants needed to synthesize it. The reactants are: C=C.C(F)(F)=C(Cl)F.C(OOC(C)(C)C)(=O)C(C)(C)C.C(OOC(C)(CCC(OOC(C)(C)C)(C)C)C)(C)(C)C.[Br:41][C:42]([C:45]([CH2:48][CH2:49]Br)([Cl:47])[F:46])([F:44])[F:43].